This data is from HIV replication inhibition screening data with 41,000+ compounds from the AIDS Antiviral Screen. The task is: Binary Classification. Given a drug SMILES string, predict its activity (active/inactive) in a high-throughput screening assay against a specified biological target. (1) The molecule is NCCCCN(CCCN)[N+](=O)[N-]O. The result is 0 (inactive). (2) The molecule is CCOC(=O)c1c(N2CCCC2)ncn(C)c1=S. The result is 0 (inactive). (3) The drug is CCCCCCCCCCC(OC(C)=O)C1CCC(C2CCC(C(O)CC#CC=CCCCCCCCC3(Sc4ccccc4)CC(C)OC3=O)O2)O1. The result is 0 (inactive). (4) The compound is CC1=CC(=C(c2cc(C)c(O)c(C(=O)O)c2)c2c(Cl)ccc(S(=O)(=O)O)c2Cl)C=C(C(=O)O)C1=O.[NaH]. The result is 1 (active). (5) The compound is CCc1cc(-c2ccc(OC)cc2)c(C#N)c(=S)n1C1OC(COC(C)=O)C(OC(C)=O)C(OC(C)=O)C1OC(C)=O. The result is 0 (inactive). (6) The compound is O=C1Nc2ccccc2C12CCCC2. The result is 0 (inactive).